This data is from Catalyst prediction with 721,799 reactions and 888 catalyst types from USPTO. The task is: Predict which catalyst facilitates the given reaction. Reactant: [NH2:1][C@@H:2]1[C:11]2[C:6](=[CH:7][CH:8]=[CH:9][CH:10]=2)[C@H:5]([OH:12])[CH2:4][CH2:3]1.[H-].[Na+].[CH2:15]([O:18][CH:19]1[CH2:24][CH2:23][N:22]([C:25]2[N:29]3[CH:30]=[C:31](F)[CH:32]=[CH:33][C:28]3=[N:27][N:26]=2)[CH2:21][CH2:20]1)[CH:16]=[CH2:17].CC(O)=O. Product: [CH2:15]([O:18][CH:19]1[CH2:20][CH2:21][N:22]([C:25]2[N:29]3[CH:30]=[C:31]([O:12][C@H:5]4[C:6]5[C:11](=[CH:10][CH:9]=[CH:8][CH:7]=5)[C@@H:2]([NH2:1])[CH2:3][CH2:4]4)[CH:32]=[CH:33][C:28]3=[N:27][N:26]=2)[CH2:23][CH2:24]1)[CH:16]=[CH2:17]. The catalyst class is: 3.